From a dataset of Catalyst prediction with 721,799 reactions and 888 catalyst types from USPTO. Predict which catalyst facilitates the given reaction. (1) Reactant: C(O[C:6](=[O:21])[NH:7][CH2:8][CH:9]([C:11](=[O:20])[NH:12][CH2:13][C:14]1[CH:19]=[CH:18][CH:17]=[CH:16][CH:15]=1)[OH:10])(C)(C)C.C(Cl)CCl.C1C=CC2N(O)N=NC=2C=1.[N:36]1([C:42]([NH:44][CH:45]([CH2:49][S:50]([CH2:53][C:54]2[CH:59]=[CH:58][CH:57]=[CH:56][CH:55]=2)(=[O:52])=[O:51])C(O)=O)=[O:43])[CH2:41][CH2:40][O:39][CH2:38][CH2:37]1.CN1CCOCC1.CC(OI1(OC(C)=O)(OC(C)=O)OC(=O)C2C=CC=CC1=2)=O. Product: [CH2:13]([NH:12][C:11]([C:9](=[O:10])[CH2:8][NH:7][C:6]([CH:45]([NH:44][C:42]([N:36]1[CH2:41][CH2:40][O:39][CH2:38][CH2:37]1)=[O:43])[CH2:49][S:50]([CH2:53][C:54]1[CH:55]=[CH:56][CH:57]=[CH:58][CH:59]=1)(=[O:52])=[O:51])=[O:21])=[O:20])[C:14]1[CH:15]=[CH:16][CH:17]=[CH:18][CH:19]=1. The catalyst class is: 281. (2) Reactant: [NH:1]1[CH2:6][CH2:5][NH:4][CH2:3][CH2:2]1.[NH2:7][C:8]1[CH:13]=[CH:12][C:11]([CH2:14][C:15]([OH:17])=O)=[CH:10][CH:9]=1.C1CCC(N=C=NC2CCCCC2)CC1.C1C=CC2N(O)N=NC=2C=1.[CH:43]1([CH2:49][C:50](O)=[O:51])[CH2:48][CH2:47][CH2:46][CH2:45][CH2:44]1. Product: [CH2:44]1[CH2:45][CH2:46][CH2:47][CH2:48][CH:43]1[CH2:49][C:50]([N:1]1[CH2:6][CH2:5][N:4]([C:15](=[O:17])[CH2:14][C:11]2[CH:10]=[CH:9][C:8]([NH2:7])=[CH:13][CH:12]=2)[CH2:3][CH2:2]1)=[O:51]. The catalyst class is: 2. (3) Reactant: [N-:1]=[N+:2]=[N-:3].[Na+].[CH3:5][C:6]1[CH:11]=[CH:10][C:9]([S:12](Cl)(=[O:14])=[O:13])=[CH:8][CH:7]=1. Product: [CH3:5][C:6]1[CH:11]=[CH:10][C:9]([S:12]([N:1]=[N+:2]=[N-:3])(=[O:14])=[O:13])=[CH:8][CH:7]=1. The catalyst class is: 95. (4) Reactant: C([O:5][C:6]([CH2:8][O:9][C:10]1[CH:11]=[C:12]2[C:16](=[CH:17][CH:18]=1)[N:15]([CH2:19][CH2:20][CH2:21][CH2:22][CH3:23])[CH:14]=[C:13]2[C:24]([C:26]1[C:35]2[C:30](=[CH:31][CH:32]=[CH:33][CH:34]=2)[CH:29]=[CH:28][CH:27]=1)=[O:25])=[O:7])(C)(C)C.C(O)(C(F)(F)F)=O. Product: [C:6]([CH2:8][O:9][C:10]1[CH:11]=[C:12]2[C:16](=[CH:17][CH:18]=1)[N:15]([CH2:19][CH2:20][CH2:21][CH2:22][CH3:23])[CH:14]=[C:13]2[C:24]([C:26]1[C:35]2[C:30](=[CH:31][CH:32]=[CH:33][CH:34]=2)[CH:29]=[CH:28][CH:27]=1)=[O:25])([OH:7])=[O:5]. The catalyst class is: 4.